Dataset: Forward reaction prediction with 1.9M reactions from USPTO patents (1976-2016). Task: Predict the product of the given reaction. (1) Given the reactants [CH2:1]([N:8]([CH2:20][C:21]1[CH:26]=[CH:25][CH:24]=[CH:23][CH:22]=1)[CH:9]1[CH2:13][CH:12]([C:14]([O:16]CC)=[O:15])[CH:11]([CH3:19])[CH2:10]1)[C:2]1[CH:7]=[CH:6][CH:5]=[CH:4][CH:3]=1.O1CCOCC1, predict the reaction product. The product is: [CH2:20]([N:8]([CH2:1][C:2]1[CH:7]=[CH:6][CH:5]=[CH:4][CH:3]=1)[CH:9]1[CH2:13][CH:12]([C:14]([OH:16])=[O:15])[CH:11]([CH3:19])[CH2:10]1)[C:21]1[CH:22]=[CH:23][CH:24]=[CH:25][CH:26]=1. (2) Given the reactants Cl[C:2]1[N:7]2[N:8]=[C:9](C)[CH:10]=[C:6]2[N:5]=[C:4]([NH:12][C:13](=[O:24])[C:14]2[CH:19]=[CH:18][C:17]([C:20]([OH:23])([CH3:22])[CH3:21])=[CH:16][CH:15]=2)[CH:3]=1.[CH3:25][O:26][CH:27]1[CH2:32][CH2:31][NH:30][CH2:29][CH2:28]1, predict the reaction product. The product is: [OH:23][C:20]([C:17]1[CH:18]=[CH:19][C:14]([C:13]([NH:12][C:4]2[CH:3]=[C:2]([N:30]3[CH2:31][CH2:32][CH:27]([O:26][CH3:25])[CH2:28][CH2:29]3)[N:7]3[N:8]=[CH:9][CH:10]=[C:6]3[N:5]=2)=[O:24])=[CH:15][CH:16]=1)([CH3:21])[CH3:22]. (3) The product is: [CH3:34][O:33][C:32]1[C:3](=[O:2])[C:4]([CH3:39])=[C:5]([CH2:6][C:7]2[C:8]([C:24]3[CH:25]=[N:26][CH:27]=[CH:28][CH:29]=3)=[C:9]([CH:21]=[CH:22][CH:23]=2)[C:10]([NH:12][C@H:13]([C:15]2[CH:20]=[CH:19][CH:18]=[CH:17][CH:16]=2)[CH3:14])=[O:11])[C:30](=[O:37])[C:31]=1[O:35][CH3:36]. Given the reactants C[O:2][C:3]1[C:4]([CH3:39])=[C:5]([C:30]([O:37]C)=[C:31]([O:35][CH3:36])[C:32]=1[O:33][CH3:34])[CH2:6][C:7]1[C:8]([C:24]2[CH:25]=[N:26][CH:27]=[CH:28][CH:29]=2)=[C:9]([CH:21]=[CH:22][CH:23]=1)[C:10]([NH:12][C@H:13]([C:15]1[CH:20]=[CH:19][CH:18]=[CH:17][CH:16]=1)[CH3:14])=[O:11].O=[N+]([O-])[O-].[O-][N+](=O)[O-].[O-][N+](=O)[O-].[O-][N+](=O)[O-].[O-][N+](=O)[O-].[O-][N+](=O)[O-].[Ce+4].[NH4+].[NH4+].C(=O)([O-])O.[Na+], predict the reaction product. (4) The product is: [CH3:1][N:2]([S:21]([C:24]1[S:25][CH:26]=[CH:27][CH:28]=1)(=[O:22])=[O:23])[C:3]1[CH:4]=[CH:5][CH:6]=[C:7]2[C:11]=1[NH:10][C:9]([C:12]1[S:13][CH:14]([CH2:17][CH2:29][NH:31][C:34](=[O:43])[O:56][CH3:55])[CH2:15][N:16]=1)=[CH:8]2. Given the reactants [CH3:1][N:2]([S:21]([C:24]1[S:25][CH:26]=[CH:27][CH:28]=1)(=[O:23])=[O:22])[C:3]1[CH:4]=[CH:5][CH:6]=[C:7]2[C:11]=1[NH:10][C:9]([C:12]1[S:13][CH:14]([CH2:17]C(O)=O)[CH2:15][N:16]=1)=[CH:8]2.[CH2:29]([N:31]([CH2:34]C)CC)C.C1(P(N=[N+]=[N-])(C2C=CC=CC=2)=[O:43])C=CC=CC=1.CN(C)[CH:55]=[O:56], predict the reaction product. (5) Given the reactants O[N:2]1[C:7]([OH:8])=[CH:6][CH:5]=[C:4]([OH:9])[CH:3]1O.[C:11](OC([O-])=O)([O:13][C:14]([CH3:17])([CH3:16])[CH3:15])=[O:12].C(OC(=O)C)C, predict the reaction product. The product is: [OH:9][C:4]1[CH2:3][N:2]([C:11]([O:13][C:14]([CH3:17])([CH3:16])[CH3:15])=[O:12])[C:7]([OH:8])=[CH:6][CH:5]=1.